Dataset: Tyrosyl-DNA phosphodiesterase HTS with 341,365 compounds. Task: Binary Classification. Given a drug SMILES string, predict its activity (active/inactive) in a high-throughput screening assay against a specified biological target. The molecule is O1CCN(c2c(C(=O)N3CCN(CC3)c3ccccc3)cc([N+]([O-])=O)cc2)CC1. The result is 0 (inactive).